This data is from Full USPTO retrosynthesis dataset with 1.9M reactions from patents (1976-2016). The task is: Predict the reactants needed to synthesize the given product. (1) Given the product [CH2:25]([C:9]1[C:5]2[C:6](=[O:8])[O:7][C:2]([CH3:20])([CH3:1])[O:3][C:4]=2[CH:12]=[CH:11][CH:10]=1)[CH:24]=[CH2:23], predict the reactants needed to synthesize it. The reactants are: [CH3:1][C:2]1([CH3:20])[O:7][C:6](=[O:8])[C:5]2[C:9](S(C(F)(F)F)(=O)=O)=[CH:10][CH:11]=[CH:12][C:4]=2[O:3]1.[Li+].[Cl-].[CH2:23]([Sn](CCCC)(CCCC)CCCC)[CH:24]=[CH2:25].[F-].[K+]. (2) Given the product [F:42][C:37]1[CH:38]=[C:39]2[C:34](=[CH:35][CH:36]=1)[N:33]=[C:24]([N:4]1[CH2:3][C@H:2]([CH3:1])[N:10]([C:11](=[O:23])[C:12]3[CH:17]=[CH:16][CH:15]=[CH:14][C:13]=3[N:18]3[N:22]=[CH:21][CH:20]=[N:19]3)[CH2:9][C:6]3([CH2:7][CH2:8]3)[CH2:5]1)[N:41]=[CH:40]2, predict the reactants needed to synthesize it. The reactants are: [CH3:1][C@@H:2]1[N:10]([C:11](=[O:23])[C:12]2[CH:17]=[CH:16][CH:15]=[CH:14][C:13]=2[N:18]2[N:22]=[CH:21][CH:20]=[N:19]2)[CH2:9][C:6]2([CH2:8][CH2:7]2)[CH2:5][N:4]([C:24](OC(C)(C)C)=O)[CH2:3]1.ClC1[N:41]=[CH:40][C:39]2[C:34](=[CH:35][CH:36]=[C:37]([F:42])[CH:38]=2)[N:33]=1.C(N(CC)CC)C. (3) Given the product [CH3:11][O:1][C:2]1[CH:3]=[CH:4][C:5]([CH3:8])=[N:6][CH:7]=1, predict the reactants needed to synthesize it. The reactants are: [OH:1][C:2]1[CH:3]=[CH:4][C:5]([CH3:8])=[N:6][CH:7]=1.[OH-].[K+].[CH3:11]I. (4) Given the product [C:1]([N:5]1[C:9](=[O:10])[C:8]([NH:35][CH:32]2[CH2:33][CH2:34][N:29]([C:26]3[CH:25]=[CH:24][C:23]([F:22])=[CH:28][N:27]=3)[CH2:30][CH2:31]2)=[C:7]([C:12]2[CH:17]=[CH:16][CH:15]=[CH:14][CH:13]=2)[S:6]1(=[O:19])=[O:18])([CH3:4])([CH3:3])[CH3:2], predict the reactants needed to synthesize it. The reactants are: [C:1]([N:5]1[C:9](=[O:10])[C:8](Cl)=[C:7]([C:12]2[CH:17]=[CH:16][CH:15]=[CH:14][CH:13]=2)[S:6]1(=[O:19])=[O:18])([CH3:4])([CH3:3])[CH3:2].Cl.Cl.[F:22][C:23]1[CH:24]=[CH:25][C:26]([N:29]2[CH2:34][CH2:33][CH:32]([NH2:35])[CH2:31][CH2:30]2)=[N:27][CH:28]=1. (5) Given the product [NH3:11].[Cl:16][C:13]1[CH:14]=[CH:15][C:6]([O:5][CH2:4][C:3]([OH:27])=[O:2])=[C:7]2[C:12]=1[N:11]=[C:10]([CH3:17])[C:9]([CH2:18][C:19]1[CH:24]=[CH:23][C:22]([Cl:25])=[CH:21][CH:20]=1)=[C:8]2[CH3:26], predict the reactants needed to synthesize it. The reactants are: C[O:2][C:3](=[O:27])[CH2:4][O:5][C:6]1[CH:15]=[CH:14][C:13]([Cl:16])=[C:12]2[C:7]=1[C:8]([CH3:26])=[C:9]([CH2:18][C:19]1[CH:24]=[CH:23][C:22]([Cl:25])=[CH:21][CH:20]=1)[C:10]([CH3:17])=[N:11]2.[OH-].[Li+].